This data is from Full USPTO retrosynthesis dataset with 1.9M reactions from patents (1976-2016). The task is: Predict the reactants needed to synthesize the given product. Given the product [CH2:2]([O:9][C:10]1[CH:11]=[C:12]([CH:20]=[CH:21][CH:22]=1)[O:13][N:33]1[CH2:34][CH2:35][N:36]([C:30]([NH:31][C:32]2[CH:37]=[N:36][CH:35]=[CH:34][N:33]=2)=[O:38])[CH2:37][CH2:32]1)[C:3]1[CH:4]=[CH:5][CH:6]=[CH:7][CH:8]=1, predict the reactants needed to synthesize it. The reactants are: Cl.[CH2:2]([O:9][C:10]1[CH:11]=[C:12]([CH:20]=[CH:21][CH:22]=1)[O:13]C1CCNCC1)[C:3]1[CH:8]=[CH:7][CH:6]=[CH:5][CH:4]=1.C1(O[C:30](=[O:38])[NH:31][C:32]2[CH:37]=[N:36][CH:35]=[CH:34][N:33]=2)C=CC=CC=1.